Dataset: NCI-60 drug combinations with 297,098 pairs across 59 cell lines. Task: Regression. Given two drug SMILES strings and cell line genomic features, predict the synergy score measuring deviation from expected non-interaction effect. (1) Drug 1: CS(=O)(=O)CCNCC1=CC=C(O1)C2=CC3=C(C=C2)N=CN=C3NC4=CC(=C(C=C4)OCC5=CC(=CC=C5)F)Cl. Drug 2: CN(CCCl)CCCl.Cl. Cell line: MCF7. Synergy scores: CSS=15.7, Synergy_ZIP=-7.60, Synergy_Bliss=-2.63, Synergy_Loewe=-6.01, Synergy_HSA=-2.41. (2) Drug 1: CC(C)(C#N)C1=CC(=CC(=C1)CN2C=NC=N2)C(C)(C)C#N. Drug 2: CC1=C(C(=O)C2=C(C1=O)N3CC4C(C3(C2COC(=O)N)OC)N4)N. Cell line: HOP-62. Synergy scores: CSS=51.7, Synergy_ZIP=8.80, Synergy_Bliss=7.04, Synergy_Loewe=-7.40, Synergy_HSA=4.89. (3) Drug 1: C(=O)(N)NO. Drug 2: C1C(C(OC1N2C=NC(=NC2=O)N)CO)O. Cell line: NCI/ADR-RES. Synergy scores: CSS=11.2, Synergy_ZIP=-5.76, Synergy_Bliss=-1.24, Synergy_Loewe=-4.17, Synergy_HSA=1.82. (4) Drug 1: CC1=CC=C(C=C1)C2=CC(=NN2C3=CC=C(C=C3)S(=O)(=O)N)C(F)(F)F. Drug 2: CC1=C2C(C(=O)C3(C(CC4C(C3C(C(C2(C)C)(CC1OC(=O)C(C(C5=CC=CC=C5)NC(=O)OC(C)(C)C)O)O)OC(=O)C6=CC=CC=C6)(CO4)OC(=O)C)O)C)O. Cell line: COLO 205. Synergy scores: CSS=9.11, Synergy_ZIP=12.0, Synergy_Bliss=14.7, Synergy_Loewe=11.8, Synergy_HSA=14.1. (5) Drug 1: CC1=C2C(C(=O)C3(C(CC4C(C3C(C(C2(C)C)(CC1OC(=O)C(C(C5=CC=CC=C5)NC(=O)OC(C)(C)C)O)O)OC(=O)C6=CC=CC=C6)(CO4)OC(=O)C)O)C)O. Drug 2: N.N.Cl[Pt+2]Cl. Cell line: SK-MEL-5. Synergy scores: CSS=69.8, Synergy_ZIP=0.664, Synergy_Bliss=2.32, Synergy_Loewe=0.745, Synergy_HSA=0.692. (6) Synergy scores: CSS=7.11, Synergy_ZIP=-2.97, Synergy_Bliss=-2.96, Synergy_Loewe=-4.83, Synergy_HSA=-1.15. Drug 1: CC1=C(C(=CC=C1)Cl)NC(=O)C2=CN=C(S2)NC3=CC(=NC(=N3)C)N4CCN(CC4)CCO. Cell line: SK-MEL-28. Drug 2: CC(C)(C#N)C1=CC(=CC(=C1)CN2C=NC=N2)C(C)(C)C#N. (7) Drug 1: CC1C(C(CC(O1)OC2CC(OC(C2O)C)OC3=CC4=CC5=C(C(=O)C(C(C5)C(C(=O)C(C(C)O)O)OC)OC6CC(C(C(O6)C)O)OC7CC(C(C(O7)C)O)OC8CC(C(C(O8)C)O)(C)O)C(=C4C(=C3C)O)O)O)O. Drug 2: C(CN)CNCCSP(=O)(O)O. Cell line: MOLT-4. Synergy scores: CSS=23.2, Synergy_ZIP=-0.475, Synergy_Bliss=-3.50, Synergy_Loewe=-25.0, Synergy_HSA=-2.89. (8) Drug 1: CC12CCC3C(C1CCC2=O)CC(=C)C4=CC(=O)C=CC34C. Drug 2: CCC1(C2=C(COC1=O)C(=O)N3CC4=CC5=C(C=CC(=C5CN(C)C)O)N=C4C3=C2)O.Cl. Cell line: TK-10. Synergy scores: CSS=45.5, Synergy_ZIP=-0.947, Synergy_Bliss=-1.38, Synergy_Loewe=-10.8, Synergy_HSA=-1.86.